Dataset: Forward reaction prediction with 1.9M reactions from USPTO patents (1976-2016). Task: Predict the product of the given reaction. (1) Given the reactants [OH:1][C@@H:2]([C:5]1[CH:10]=[C:9]([CH3:11])[C:8]([CH3:12])=[CH:7][C:6]=1[C:13]1[CH2:14][CH2:15][N:16]([C:19]([O:21][C:22]([CH3:25])([CH3:24])[CH3:23])=[O:20])[CH2:17][CH:18]=1)[CH2:3][CH3:4].C1(P(C2C=CC=CC=2)C2C=CC=CC=2)C=CC=CC=1.N1C=CN=C1, predict the reaction product. The product is: [OH:1][C@H:2]([C:5]1[CH:10]=[C:9]([CH3:11])[C:8]([CH3:12])=[CH:7][C:6]=1[C:13]1[CH2:18][CH2:17][N:16]([C:19]([O:21][C:22]([CH3:23])([CH3:25])[CH3:24])=[O:20])[CH2:15][CH:14]=1)[CH2:3][CH3:4]. (2) Given the reactants Cl[C:2]1[C:3]([N+:11]([O-:13])=[O:12])=[C:4]([CH:8]=[CH:9][CH:10]=1)[C:5]([OH:7])=[O:6].[OH-].[K+].C(OCC)(=[O:18])C, predict the reaction product. The product is: [OH:18][C:2]1[C:3]([N+:11]([O-:13])=[O:12])=[C:4]([CH:8]=[CH:9][CH:10]=1)[C:5]([OH:7])=[O:6]. (3) Given the reactants [O:1]=[C:2]1[N:6]([C:7]2[CH:12]=[CH:11][CH:10]=[CH:9][CH:8]=2)[CH:5]([C:13](O)=[O:14])[CH2:4][N:3]1[S:16]([C:19]1[CH:24]=[CH:23][CH:22]=[CH:21][C:20]=1[C:25]([F:28])([F:27])[F:26])(=[O:18])=[O:17].[Cl:29][C:30]1[C:31]([N:40]2[CH2:45][CH2:44][NH:43][CH2:42][CH2:41]2)=[N:32][CH:33]=[C:34]([C:36]([F:39])([F:38])[F:37])[CH:35]=1, predict the reaction product. The product is: [Cl:29][C:30]1[C:31]([N:40]2[CH2:45][CH2:44][N:43]([C:13]([CH:5]3[CH2:4][N:3]([S:16]([C:19]4[CH:24]=[CH:23][CH:22]=[CH:21][C:20]=4[C:25]([F:28])([F:26])[F:27])(=[O:18])=[O:17])[C:2](=[O:1])[N:6]3[C:7]3[CH:12]=[CH:11][CH:10]=[CH:9][CH:8]=3)=[O:14])[CH2:42][CH2:41]2)=[N:32][CH:33]=[C:34]([C:36]([F:37])([F:38])[F:39])[CH:35]=1. (4) Given the reactants CS(O[C@H:6]1[CH2:11][CH2:10][CH2:9][N:8]([C:12]2[S:13][C:14]3[CH:20]=[C:19]([Br:21])[CH:18]=[CH:17][C:15]=3[N:16]=2)[CH2:7]1)(=O)=O.C(=O)([O-])[O-].[K+].[K+].C(#N)C.[NH:31]1[CH2:34][CH2:33][CH2:32]1, predict the reaction product. The product is: [N:31]1([C@@H:6]2[CH2:11][CH2:10][CH2:9][N:8]([C:12]3[S:13][C:14]4[CH:20]=[C:19]([Br:21])[CH:18]=[CH:17][C:15]=4[N:16]=3)[CH2:7]2)[CH2:34][CH2:33][CH2:32]1.